The task is: Regression. Given a peptide amino acid sequence and an MHC pseudo amino acid sequence, predict their binding affinity value. This is MHC class II binding data.. This data is from Peptide-MHC class II binding affinity with 134,281 pairs from IEDB. (1) The peptide sequence is CGKYLFNWAVRTKLKLTPIA. The MHC is DRB1_0802 with pseudo-sequence DRB1_0802. The binding affinity (normalized) is 0.638. (2) The peptide sequence is EEFVSLASRFLVEED. The MHC is DRB1_0701 with pseudo-sequence DRB1_0701. The binding affinity (normalized) is 0.924. (3) The peptide sequence is TGVAVSRGTAKLRWF. The MHC is DRB1_1301 with pseudo-sequence DRB1_1301. The binding affinity (normalized) is 0.936. (4) The binding affinity (normalized) is 0.577. The peptide sequence is GELQVVDKIDAAFKI. The MHC is DRB1_0404 with pseudo-sequence DRB1_0404.